This data is from Full USPTO retrosynthesis dataset with 1.9M reactions from patents (1976-2016). The task is: Predict the reactants needed to synthesize the given product. (1) Given the product [CH3:58][O:57][C:55](=[O:56])[NH:54][CH:47]([CH:48]1[CH2:53][CH2:52][O:51][CH2:50][CH2:49]1)[C:46]([N:40]1[CH:39]([C:36]2[NH:35][C:34]([C:31]3[CH:30]=[CH:29][C:28]([C:23]4[CH:22]=[CH:21][C:20]5[C:25](=[CH:26][CH:27]=[C:18]([C:15]6[NH:14][C:13]([CH:9]7[CH2:10][CH2:11][CH2:12][N:8]7[C:6](=[O:5])[CH:66]([NH:65][C:63]([O:62][CH3:61])=[O:64])[C:70]7[CH:75]=[CH:74][CH:73]=[CH:72][CH:71]=7)=[N:17][CH:16]=6)[CH:19]=5)[CH:24]=4)=[CH:33][CH:32]=3)=[CH:38][N:37]=2)[CH:44]2[CH2:43][CH:42]1[CH2:41][CH2:45]2)=[O:59], predict the reactants needed to synthesize it. The reactants are: C([O:5][C:6]([N:8]1[CH2:12][CH2:11][CH2:10][CH:9]1[C:13]1[NH:14][C:15]([C:18]2[CH:27]=[CH:26][C:25]3[C:20](=[CH:21][CH:22]=[C:23]([C:28]4[CH:33]=[CH:32][C:31]([C:34]5[NH:35][C:36]([CH:39]6[CH:44]7[CH2:45][CH:41]([CH2:42][CH2:43]7)[N:40]6[C:46](=[O:59])[CH:47]([NH:54][C:55]([O:57][CH3:58])=[O:56])[CH:48]6[CH2:53][CH2:52][O:51][CH2:50][CH2:49]6)=[N:37][CH:38]=5)=[CH:30][CH:29]=4)[CH:24]=3)[CH:19]=2)=[CH:16][N:17]=1)=O)(C)(C)C.Cl.[CH3:61][O:62][C:63]([NH:65][CH:66]([C:70]1[CH:75]=[CH:74][CH:73]=[CH:72][CH:71]=1)C(O)=O)=[O:64].CCN(C(C)C)C(C)C.CCOC(C(C#N)=NOC(N1CCOCC1)=[N+](C)C)=O.F[P-](F)(F)(F)(F)F. (2) Given the product [N+:20](=[C:5]([C:4](=[O:10])[CH2:3][O:2][CH3:1])[C:6]([O:8][CH3:9])=[O:7])=[N-:21], predict the reactants needed to synthesize it. The reactants are: [CH3:1][O:2][CH2:3][C:4](=[O:10])[CH2:5][C:6]([O:8][CH3:9])=[O:7].C1(C)C=CC(S([N:20]=[N+:21]=[N-])(=O)=O)=CC=1.C(NCC)C. (3) Given the product [Cl:8][CH2:9][C:10]1[N:7]=[C:5]([NH:4][C:1](=[O:3])[CH3:2])[S:6][CH:11]=1, predict the reactants needed to synthesize it. The reactants are: [C:1]([NH:4][C:5](=[NH:7])[SH:6])(=[O:3])[CH3:2].[Cl:8][CH2:9][C:10](=O)[CH2:11]Cl.N1C=CC=CC=1.